This data is from Forward reaction prediction with 1.9M reactions from USPTO patents (1976-2016). The task is: Predict the product of the given reaction. (1) Given the reactants [CH3:1][O:2][C:3]1[CH:4]=[CH:5][C:6]2[NH:12][C:11](=[O:13])[N:10]([CH:14]3[CH2:19][CH2:18][NH:17][CH2:16][CH2:15]3)[CH2:9][CH2:8][C:7]=2[CH:20]=1.Cl[C:22]1[N:27]=[CH:26][N:25]=[C:24]([O:28][C:29]2[CH:39]=[C:38]([CH3:40])[C:32]3[N:33]([CH3:37])[C:34](=[O:36])[O:35][C:31]=3[CH:30]=2)[CH:23]=1.CCN(C(C)C)C(C)C, predict the reaction product. The product is: [CH3:37][N:33]1[C:32]2[C:38]([CH3:40])=[CH:39][C:29]([O:28][C:24]3[N:25]=[CH:26][N:27]=[C:22]([N:17]4[CH2:18][CH2:19][CH:14]([N:10]5[CH2:9][CH2:8][C:7]6[CH:20]=[C:3]([O:2][CH3:1])[CH:4]=[CH:5][C:6]=6[NH:12][C:11]5=[O:13])[CH2:15][CH2:16]4)[CH:23]=3)=[CH:30][C:31]=2[O:35][C:34]1=[O:36]. (2) Given the reactants [CH2:1]([OH:8])[CH2:2][CH2:3][CH2:4][CH2:5][CH2:6][OH:7].[CH3:9][S:10](Cl)(=[O:12])=[O:11], predict the reaction product. The product is: [CH3:9][S:10]([O:7][CH2:6][CH2:5][CH2:4][CH2:3][CH2:2][CH2:1][O:8][S:10]([CH3:9])(=[O:12])=[O:11])(=[O:12])=[O:11]. (3) Given the reactants [C:1]([O:5][C:6]([N:8]1[CH2:13][CH2:12][CH:11]([O:14][C:15]2[N:20]=[CH:19][N:18]=[C:17]([N:21]3[C:29]4[C:24](=[CH:25][C:26]([C:30](O)=[O:31])=[CH:27][CH:28]=4)[CH2:23][CH2:22]3)[C:16]=2[CH3:33])[CH:10]([F:34])[CH2:9]1)=[O:7])([CH3:4])([CH3:3])[CH3:2].C(=O)([O-])[O-].[N:39]1C=CC=CC=1.C(=O)([O-])O.[NH4+], predict the reaction product. The product is: [C:30]([C:26]1[CH:25]=[C:24]2[C:29](=[CH:28][CH:27]=1)[N:21]([C:17]1[N:18]=[CH:19][N:20]=[C:15]([O:14][CH:11]3[CH2:12][CH2:13][N:8]([C:6]([O:5][C:1]([CH3:3])([CH3:2])[CH3:4])=[O:7])[CH2:9][CH:10]3[F:34])[C:16]=1[CH3:33])[CH2:22][CH2:23]2)(=[O:31])[NH2:39]. (4) Given the reactants Cl.Cl.[CH3:3][C:4]1[C:5]([N:13]2[CH2:18][CH2:17][NH:16][CH2:15][CH2:14]2)=[C:6]2[CH:12]=[N:11][NH:10][C:7]2=[N:8][CH:9]=1.C(N(C(C)C)CC)(C)C.CN(C(ON1N=NC2C=CC=NC1=2)=[N+](C)C)C.F[P-](F)(F)(F)(F)F.[C:52]([O:56][C:57]([N:59]1[CH2:63][CH2:62][CH2:61][C@H:60]1[C@H:64]([C:68]1[CH:73]=[CH:72][C:71]([Cl:74])=[CH:70][CH:69]=1)[C:65](O)=[O:66])=[O:58])([CH3:55])([CH3:54])[CH3:53], predict the reaction product. The product is: [Cl:74][C:71]1[CH:70]=[CH:69][C:68]([C@@H:64]([C@@H:60]2[CH2:61][CH2:62][CH2:63][N:59]2[C:57]([O:56][C:52]([CH3:55])([CH3:54])[CH3:53])=[O:58])[C:65]([N:16]2[CH2:15][CH2:14][N:13]([C:5]3[C:4]([CH3:3])=[CH:9][N:8]=[C:7]4[NH:10][N:11]=[CH:12][C:6]=34)[CH2:18][CH2:17]2)=[O:66])=[CH:73][CH:72]=1. (5) The product is: [C@@H:18]([NH:21][C:2]1[C:3](=[O:16])[NH:4][C:5]2[C:10]([N:11]=1)=[CH:9][C:8]([C:12]([O:14][CH3:15])=[O:13])=[CH:7][CH:6]=2)([CH2:19][CH3:20])[CH3:17]. Given the reactants Cl[C:2]1[C:3](=[O:16])[NH:4][C:5]2[C:10]([N:11]=1)=[CH:9][C:8]([C:12]([O:14][CH3:15])=[O:13])=[CH:7][CH:6]=2.[CH3:17][C@H:18]([NH2:21])[CH2:19][CH3:20].CCN(C(C)C)C(C)C, predict the reaction product. (6) Given the reactants C1(S(CC2C(C(OCC)=O)=C(O)C([C:23]3[CH:27]=[CH:26][O:25][CH:24]=3)=CC=2)(=O)=O)C=CC=CC=1.Br[C:29]1[C:30]([O:51][CH3:52])=[C:31]([C:36]([CH2:39][S:40]([C:43]2[CH:48]=[CH:47][CH:46]=[C:45]([O:49][CH3:50])[CH:44]=2)(=[O:42])=[O:41])=[CH:37][CH:38]=1)[C:32]([O:34][CH3:35])=[O:33].O1C=CC(B(O)O)=C1, predict the reaction product. The product is: [O:25]1[CH:26]=[CH:27][C:23]([C:29]2[C:30]([O:51][CH3:52])=[C:31]([C:36]([CH2:39][S:40]([C:43]3[CH:48]=[CH:47][CH:46]=[C:45]([O:49][CH3:50])[CH:44]=3)(=[O:41])=[O:42])=[CH:37][CH:38]=2)[C:32]([O:34][CH3:35])=[O:33])=[CH:24]1. (7) Given the reactants [H-].[Na+].[I-].[CH3:4][S+](C)(C)=O.[Cl:9][C:10]1[CH:11]=[C:12]([CH:28]=[CH:29][CH:30]=1)[C:13]([C@@H:15]1[CH2:20][CH2:19][CH2:18][N:17]([C:21]([O:23][C:24]([CH3:27])([CH3:26])[CH3:25])=[O:22])[CH2:16]1)=[O:14], predict the reaction product. The product is: [Cl:9][C:10]1[CH:11]=[C:12]([C:13]2([C@@H:15]3[CH2:20][CH2:19][CH2:18][N:17]([C:21]([O:23][C:24]([CH3:26])([CH3:27])[CH3:25])=[O:22])[CH2:16]3)[CH2:4][O:14]2)[CH:28]=[CH:29][CH:30]=1.